This data is from Catalyst prediction with 721,799 reactions and 888 catalyst types from USPTO. The task is: Predict which catalyst facilitates the given reaction. Reactant: [CH3:1][C:2]1[CH:11]=[C:10]([CH3:12])[CH:9]=[C:8]2[C:3]=1[CH2:4][CH2:5][CH2:6][C@H:7]2[NH:13][C@@H](C1C=CC=CC=1)CO.CN.I(O)(=O)(=O)=O. Product: [CH3:1][C:2]1[CH:11]=[C:10]([CH3:12])[CH:9]=[C:8]2[C:3]=1[CH2:4][CH2:5][CH2:6][C@H:7]2[NH2:13]. The catalyst class is: 5.